From a dataset of Catalyst prediction with 721,799 reactions and 888 catalyst types from USPTO. Predict which catalyst facilitates the given reaction. (1) Reactant: CO[C:3]([C:5]1[N:6]=[C:7]([C:23]#[N:24])[C:8]2[C:13]([C:14]=1[OH:15])=[CH:12][CH:11]=[C:10]([CH2:16][C:17]1[CH:22]=[CH:21][CH:20]=[CH:19][CH:18]=1)[CH:9]=2)=[O:4].[C:25]([O:29][C:30](=[O:36])[C:31]([CH3:35])([CH3:34])[CH2:32][NH2:33])([CH3:28])([CH3:27])[CH3:26]. Product: [C:25]([O:29][C:30](=[O:36])[C:31]([CH3:35])([CH3:34])[CH2:32][NH:33][C:3]([C:5]1[N:6]=[C:7]([C:23]#[N:24])[C:8]2[C:13]([C:14]=1[OH:15])=[CH:12][CH:11]=[C:10]([CH2:16][C:17]1[CH:22]=[CH:21][CH:20]=[CH:19][CH:18]=1)[CH:9]=2)=[O:4])([CH3:28])([CH3:26])[CH3:27]. The catalyst class is: 8. (2) Reactant: Cl[C@H:2]1[C@@H:6](Cl)[CH2:5][S:4](=[O:9])(=[O:8])[CH2:3]1.[CH2:10]([NH2:13])[CH2:11][NH2:12]. Product: [NH:12]1[CH2:11][CH2:10][NH:13][CH:2]2[CH2:3][S:4](=[O:9])(=[O:8])[CH2:5][CH:6]12. The catalyst class is: 12.